Dataset: Forward reaction prediction with 1.9M reactions from USPTO patents (1976-2016). Task: Predict the product of the given reaction. (1) Given the reactants C([O:4][CH2:5][C:6]1[CH:11]=[C:10]([C:12]2[CH:13]=[N:14][N:15]3[C:20]([C:21]([F:24])([F:23])[F:22])=[CH:19][C:18]([C:25]4[CH:30]=[CH:29][C:28]([C:31]([F:34])([F:33])[F:32])=[CH:27][CH:26]=4)=[N:17][C:16]=23)[CH:9]=[CH:8][N:7]=1)(=O)C.C[O-].[Na+].O, predict the reaction product. The product is: [F:34][C:31]([F:32])([F:33])[C:28]1[CH:29]=[CH:30][C:25]([C:18]2[CH:19]=[C:20]([C:21]([F:22])([F:23])[F:24])[N:15]3[N:14]=[CH:13][C:12]([C:10]4[CH:9]=[CH:8][N:7]=[C:6]([CH2:5][OH:4])[CH:11]=4)=[C:16]3[N:17]=2)=[CH:26][CH:27]=1. (2) Given the reactants [N:1]1[C:10]2[NH:9][C:8]3[CH:11]=[C:12]([CH2:15][C:16]([OH:18])=O)[CH:13]=[CH:14][C:7]=3[S:6][C:5]=2[N:4]=[CH:3][CH:2]=1.Cl.Cl.[NH2:21][CH2:22][CH2:23][CH2:24][N:25]1[CH2:30][CH2:29][CH:28]([C:31]([O:33][CH2:34][CH3:35])=[O:32])[CH2:27][CH2:26]1.ON1C2C=CC=CC=2N=N1.CN(C)CCCN=C=NCC, predict the reaction product. The product is: [N:1]1[C:10]2[NH:9][C:8]3[CH:11]=[C:12]([CH2:15][C:16]([NH:21][CH2:22][CH2:23][CH2:24][N:25]4[CH2:26][CH2:27][CH:28]([C:31]([O:33][CH2:34][CH3:35])=[O:32])[CH2:29][CH2:30]4)=[O:18])[CH:13]=[CH:14][C:7]=3[S:6][C:5]=2[N:4]=[CH:3][CH:2]=1. (3) Given the reactants [C:1]([O:5][C:6](=[O:14])[CH2:7][CH2:8][NH:9][CH2:10][CH2:11][CH2:12][CH3:13])([CH3:4])([CH3:3])[CH3:2].[Cl:15][C:16]1[N:21]=[C:20](Cl)[C:19]([N+:23]([O-:25])=[O:24])=[CH:18][N:17]=1.C(=O)(O)[O-].[K+], predict the reaction product. The product is: [C:1]([O:5][C:6](=[O:14])[CH2:7][CH2:8][N:9]([CH2:10][CH2:11][CH2:12][CH3:13])[C:18]1[C:19]([N+:23]([O-:25])=[O:24])=[CH:20][N:21]=[C:16]([Cl:15])[N:17]=1)([CH3:4])([CH3:3])[CH3:2]. (4) Given the reactants [NH2:1][C:2]1[C:11]2[N:12]=[C:13]([CH2:25]Cl)[N:14]([CH2:15][CH2:16][NH:17][C:18](=[O:24])[O:19][C:20]([CH3:23])([CH3:22])[CH3:21])[C:10]=2[C:9]2[CH:8]=[CH:7][C:6]([O:27][CH2:28][C:29]3[CH:34]=[CH:33][CH:32]=[CH:31][CH:30]=3)=[CH:5][C:4]=2[N:3]=1.[OH:35][N:36]1[C:40](=[O:41])[C:39]2=[CH:42][CH:43]=[CH:44][CH:45]=[C:38]2[C:37]1=[O:46].C(N(CC)CC)C.ClCCl, predict the reaction product. The product is: [NH2:1][C:2]1[C:11]2[N:12]=[C:13]([CH2:25][O:35][N:36]3[C:40](=[O:41])[C:39]4[C:38](=[CH:45][CH:44]=[CH:43][CH:42]=4)[C:37]3=[O:46])[N:14]([CH2:15][CH2:16][NH:17][C:18](=[O:24])[O:19][C:20]([CH3:23])([CH3:22])[CH3:21])[C:10]=2[C:9]2[CH:8]=[CH:7][C:6]([O:27][CH2:28][C:29]3[CH:34]=[CH:33][CH:32]=[CH:31][CH:30]=3)=[CH:5][C:4]=2[N:3]=1. (5) The product is: [CH3:1][O:2][C:3]1[CH:8]=[C:7]([O:9][CH3:10])[N:6]=[C:5]([N:11]2[CH2:18][CH:17]3[CH:13]([CH2:14][N:15]([C:25]([C:24]4[CH:28]=[C:20]([F:19])[CH:21]=[CH:22][C:23]=4[N:29]4[N:33]=[CH:32][CH:31]=[N:30]4)=[O:26])[CH2:16]3)[CH2:12]2)[N:4]=1. Given the reactants [CH3:1][O:2][C:3]1[CH:8]=[C:7]([O:9][CH3:10])[N:6]=[C:5]([N:11]2[CH2:18][CH:17]3[CH:13]([CH2:14][NH:15][CH2:16]3)[CH2:12]2)[N:4]=1.[F:19][C:20]1[CH:21]=[CH:22][C:23]([N:29]2[N:33]=[CH:32][CH:31]=[N:30]2)=[C:24]([CH:28]=1)[C:25](O)=[O:26], predict the reaction product. (6) Given the reactants C([O:8][C:9]1[C:17]2[CH:16]([CH2:18][C:19]([O:21][CH2:22][CH3:23])=[O:20])[O:15][B:14]([OH:24])[C:13]=2[CH:12]=[C:11]([O:25][C:26]2[CH:31]=[N:30][CH:29]=[CH:28][N:27]=2)[CH:10]=1)C1C=CC=CC=1, predict the reaction product. The product is: [OH:24][B:14]1[C:13]2[CH:12]=[C:11]([O:25][C:26]3[CH:31]=[N:30][CH:29]=[CH:28][N:27]=3)[CH:10]=[C:9]([OH:8])[C:17]=2[CH:16]([CH2:18][C:19]([O:21][CH2:22][CH3:23])=[O:20])[O:15]1. (7) Given the reactants [C:1]([C:4]1[CH:5]=[C:6]([C:20]2[CH:25]=[CH:24][CH:23]=[C:22]([O:26][CH3:27])[CH:21]=2)[CH:7]=[C:8]2[C:16]=1[NH:15][C:14]1[CH:13]=[C:12]([C:17](O)=[O:18])[CH:11]=[CH:10][C:9]2=1)(=[O:3])[NH2:2].[NH:28]1[CH2:33][CH2:32][O:31][CH2:30][CH2:29]1.C(Cl)CCl.C1C=CC2N(O)N=NC=2C=1.C(N(C(C)C)C(C)C)C, predict the reaction product. The product is: [CH3:27][O:26][C:22]1[CH:21]=[C:20]([C:6]2[CH:5]=[C:4]([C:1]([NH2:2])=[O:3])[C:16]3[NH:15][C:14]4[C:9]([C:8]=3[CH:7]=2)=[CH:10][CH:11]=[C:12]([C:17]([N:28]2[CH2:33][CH2:32][O:31][CH2:30][CH2:29]2)=[O:18])[CH:13]=4)[CH:25]=[CH:24][CH:23]=1. (8) Given the reactants [Cl:1][C:2]1[N:7]=[CH:6][C:5]([NH2:8])=[CH:4][N:3]=1.[Br:9]Br, predict the reaction product. The product is: [Br:9][C:4]1[C:5]([NH2:8])=[CH:6][N:7]=[C:2]([Cl:1])[N:3]=1. (9) Given the reactants [C:1]1([S:7][C:8]2[CH:13]=[CH:12][C:11]([O:14][CH2:15][CH2:16][O:17][CH2:18][CH2:19][O:20][CH3:21])=[CH:10][CH:9]=2)[CH:6]=[CH:5][CH:4]=[CH:3][CH:2]=1.OO.O.O.O.O.O.S([O-])([O-])(=[O:31])=S.[Na+].[Na+], predict the reaction product. The product is: [C:1]1([S:7]([C:8]2[CH:13]=[CH:12][C:11]([O:14][CH2:15][CH2:16][O:17][CH2:18][CH2:19][O:20][CH3:21])=[CH:10][CH:9]=2)=[O:31])[CH:6]=[CH:5][CH:4]=[CH:3][CH:2]=1. (10) Given the reactants [C:1]([C:3]1[CH:4]=[C:5]([C:14]2[O:18][N:17]=[C:16]([C:19]3[CH:27]=[CH:26][C:25]4[NH:24][C:23]5[CH:28]([CH2:31][C:32]([O:34]CC)=[O:33])[CH2:29][CH2:30][C:22]=5[C:21]=4[CH:20]=3)[N:15]=2)[CH:6]=[C:7]([O:9][C:10]([F:13])([F:12])[F:11])[CH:8]=1)#[N:2].C(N(CC)CC)C.[Br-].[Li+], predict the reaction product. The product is: [C:1]([C:3]1[CH:4]=[C:5]([C:14]2[O:18][N:17]=[C:16]([C:19]3[CH:27]=[CH:26][C:25]4[NH:24][C:23]5[CH:28]([CH2:31][C:32]([OH:34])=[O:33])[CH2:29][CH2:30][C:22]=5[C:21]=4[CH:20]=3)[N:15]=2)[CH:6]=[C:7]([O:9][C:10]([F:13])([F:11])[F:12])[CH:8]=1)#[N:2].